From a dataset of Forward reaction prediction with 1.9M reactions from USPTO patents (1976-2016). Predict the product of the given reaction. Given the reactants I.[NH2:2][C:3]1[C:4]([C:11]([NH:13][C:14](=[NH:17])SC)=[O:12])=[N:5][C:6]([Cl:10])=[C:7]([NH2:9])[N:8]=1.C([N:20](CC)CC)C.Cl.N[CH2:27][CH2:28][CH2:29][CH2:30][C:31]1[CH:42]=[CH:41][C:34]([C:35]([NH:37][CH2:38][CH2:39][OH:40])=[O:36])=[CH:33][CH:32]=1, predict the reaction product. The product is: [ClH:10].[NH2:2][C:3]1[C:4]([C:11]([N:13]([CH2:27][CH2:28][CH2:29][CH2:30][C:31]2[CH:42]=[CH:41][C:34]([C:35]([NH:37][CH2:38][CH2:39][OH:40])=[O:36])=[CH:33][CH:32]=2)[C:14]([NH2:17])=[NH:20])=[O:12])=[N:5][C:6]([Cl:10])=[C:7]([NH2:9])[N:8]=1.